Task: Predict the reaction yield, written as a fraction of the theoretical maximum amount of product (1.0 means a 100% yield; for example, 0.34 means a 34% yield).. Dataset: Reaction yield outcomes from USPTO patents with 853,638 reactions (1) The reactants are [N+:1]([C:4]1[N:8]=[CH:7][N:6]([C:9]2[CH:16]=[CH:15][C:14](/[CH:17]=[CH:18]/[CH:19]([C:24]3[CH:29]=[C:28]([Cl:30])[C:27]([Cl:31])=[C:26]([Cl:32])[CH:25]=3)[C:20]([F:23])([F:22])[F:21])=[CH:13][C:10]=2[C:11]#[N:12])[N:5]=1)([O-])=O.[NH4+].[Cl-]. The catalyst is CO.[Zn]. The product is [NH2:1][C:4]1[N:8]=[CH:7][N:6]([C:9]2[CH:16]=[CH:15][C:14](/[CH:17]=[CH:18]/[CH:19]([C:24]3[CH:25]=[C:26]([Cl:32])[C:27]([Cl:31])=[C:28]([Cl:30])[CH:29]=3)[C:20]([F:21])([F:22])[F:23])=[CH:13][C:10]=2[C:11]#[N:12])[N:5]=1. The yield is 0.890. (2) The reactants are [CH:1]#[C:2][CH2:3][CH2:4]CC.[C:7]1([C:13]#[CH:14])[CH:12]=[CH:11][CH:10]=[CH:9][CH:8]=1.C(#N)C1C=CC=CC=1. No catalyst specified. The product is [C:13]([C:7]1[CH:12]=[CH:11][CH:10]=[CH:9][CH:8]=1)#[C:14][CH2:1][CH2:2][CH2:3][CH3:4]. The yield is 0.950. (3) The reactants are [CH2:1]([O:5][C:6]1[C:15]2[C:10](=[CH:11][CH:12]=[C:13]([N:16]3[CH:20]=[CH:19][N:18]=[N:17]3)[CH:14]=2)[C:9](=[O:21])[N:8]([CH2:22][CH:23]([CH3:25])[CH3:24])[C:7]=1[CH2:26][NH:27]C(=O)OC(C)(C)C)[CH2:2][CH2:3][CH3:4].[ClH:35]. The catalyst is C(OCC)(=O)C. The product is [ClH:35].[NH2:27][CH2:26][C:7]1[N:8]([CH2:22][CH:23]([CH3:24])[CH3:25])[C:9](=[O:21])[C:10]2[C:15]([C:6]=1[O:5][CH2:1][CH2:2][CH2:3][CH3:4])=[CH:14][C:13]([N:16]1[CH:20]=[CH:19][N:18]=[N:17]1)=[CH:12][CH:11]=2. The yield is 0.623.